Dataset: Reaction yield outcomes from USPTO patents with 853,638 reactions. Task: Predict the reaction yield, written as a fraction of the theoretical maximum amount of product (1.0 means a 100% yield; for example, 0.34 means a 34% yield). (1) The reactants are [CH3:1][O:2][C:3]1[CH:4]=[C:5]2[C:10](=[CH:11][C:12]=1[O:13][CH2:14][CH2:15][CH2:16][N:17]1[CH2:22][CH2:21][N:20]([CH3:23])[CH2:19][CH2:18]1)[N:9]=[CH:8][NH:7][C:6]2=O.CN(C=O)C.S(Cl)([Cl:32])=O. No catalyst specified. The product is [Cl:32][C:6]1[C:5]2[C:10](=[CH:11][C:12]([O:13][CH2:14][CH2:15][CH2:16][N:17]3[CH2:22][CH2:21][N:20]([CH3:23])[CH2:19][CH2:18]3)=[C:3]([O:2][CH3:1])[CH:4]=2)[N:9]=[CH:8][N:7]=1. The yield is 0.530. (2) The reactants are C[O:2][C:3]1[CH:12]=[C:11]2[C:6]([CH:7]=[CH:8][CH:9]=[N:10]2)=[CH:5][C:4]=1[C:13]1[S:17][C:16]([N:18]([CH3:29])[CH:19]2[CH2:24][C:23]([CH3:26])([CH3:25])[NH:22][C:21]([CH3:28])([CH3:27])[CH2:20]2)=[N:15][N:14]=1.Cl.N1C=CC=CC=1.C(=O)(O)[O-].[Na+].N. The catalyst is CO.C(Cl)Cl. The product is [CH3:29][N:18]([CH:19]1[CH2:24][C:23]([CH3:26])([CH3:25])[NH:22][C:21]([CH3:28])([CH3:27])[CH2:20]1)[C:16]1[S:17][C:13]([C:4]2[CH:5]=[C:6]3[C:11](=[CH:12][C:3]=2[OH:2])[N:10]=[CH:9][CH:8]=[CH:7]3)=[N:14][N:15]=1. The yield is 0.830. (3) The reactants are Cl.[NH2:2][CH2:3][C:4]1[CH:12]=[CH:11][CH:10]=[C:9]2[C:5]=1[C:6](=[O:22])[N:7]([CH:14]1[CH2:19][CH2:18][C:17](=[O:20])[NH:16][C:15]1=[O:21])[C:8]2=[O:13].N12CCCN=C1CCCCC2.ON1C2C=CC=CC=2N=N1.[F:44][C:45]([F:58])([F:57])[O:46][C:47]1[CH:48]=[C:49]([CH2:53][C:54](O)=[O:55])[CH:50]=[CH:51][CH:52]=1.Cl.CN(C)CCCN=C=NCC. The catalyst is C(#N)C. The product is [O:21]=[C:15]1[CH:14]([N:7]2[C:6](=[O:22])[C:5]3[C:9](=[CH:10][CH:11]=[CH:12][C:4]=3[CH2:3][NH:2][C:54](=[O:55])[CH2:53][C:49]3[CH:50]=[CH:51][CH:52]=[C:47]([O:46][C:45]([F:57])([F:44])[F:58])[CH:48]=3)[C:8]2=[O:13])[CH2:19][CH2:18][C:17](=[O:20])[NH:16]1. The yield is 0.740. (4) The reactants are [OH:1][C:2]1[CH:9]=[C:8]([OH:10])[CH:7]=[CH:6][C:3]=1[CH:4]=[O:5].C1(P(C2C=CC=CC=2)C2C=CC=CC=2)C=CC=CC=1.[CH3:30][O:31][CH2:32][CH2:33]O.N(C(OCC)=O)=NC(OCC)=O. The catalyst is O1CCCC1. The product is [OH:1][C:2]1[CH:9]=[C:8]([O:10][CH2:33][CH2:32][O:31][CH3:30])[CH:7]=[CH:6][C:3]=1[CH:4]=[O:5]. The yield is 0.350. (5) The reactants are FC(F)(F)S(OS(C(F)(F)F)(=O)=O)(=O)=O.CN(C)[C:18](=[O:21])[CH:19]=[CH2:20].[NH:23]1[C:31]2[C:26](=[CH:27][CH:28]=[CH:29][CH:30]=2)[CH2:25][CH2:24]1. The catalyst is ClC(Cl)C. The product is [CH2:25]1[C:26]2=[C:31]3[C:30](=[CH:29][CH:28]=[CH:27]2)[C:18](=[O:21])[CH2:19][CH2:20][N:23]3[CH2:24]1. The yield is 0.310.